From a dataset of Forward reaction prediction with 1.9M reactions from USPTO patents (1976-2016). Predict the product of the given reaction. (1) Given the reactants [Cl:1][C:2]1[CH:3]=[CH:4][N:5]2[CH:10]=[C:9]([CH3:11])[N:8]([C:12]3[CH:17]=[CH:16][CH:15]=[C:14]([F:18])[CH:13]=3)[C:7](=[O:19])[C:6]=12.[O:20]1CCOCC1, predict the reaction product. The product is: [Cl:1][C:2]1[CH:3]=[CH:4][N:5]2[CH:10]=[C:9]([CH:11]=[O:20])[N:8]([C:12]3[CH:17]=[CH:16][CH:15]=[C:14]([F:18])[CH:13]=3)[C:7](=[O:19])[C:6]=12. (2) Given the reactants [Br:1][C:2]1[CH:20]=[C:19]2[C:5]([C:6](=[O:22])[C:7](=[O:21])[C:8]3[S:18][CH2:17][C:11]4([CH2:16][CH2:15][NH:14][CH2:13][CH2:12]4)[O:10][C:9]=32)=[CH:4][CH:3]=1.[C:23]([C:27]1[CH:37]=[CH:36][C:30]([O:31][CH2:32][C@@H:33]2[CH2:35][O:34]2)=[CH:29][CH:28]=1)([CH3:26])([CH3:25])[CH3:24], predict the reaction product. The product is: [Br:1][C:2]1[CH:20]=[C:19]2[C:5]([C:6](=[O:22])[C:7](=[O:21])[C:8]3[S:18][CH2:17][C:11]4([CH2:16][CH2:15][N:14]([CH2:35][C@H:33]([OH:34])[CH2:32][O:31][C:30]5[CH:36]=[CH:37][C:27]([C:23]([CH3:26])([CH3:25])[CH3:24])=[CH:28][CH:29]=5)[CH2:13][CH2:12]4)[O:10][C:9]=32)=[CH:4][CH:3]=1. (3) Given the reactants [Cl:1][C:2]1[CH:10]=[CH:9][C:8]([C:11]2[CH:12]=[CH:13][C:14](C#CC3CCCN3C(OC(C)(C)C)=O)=[N:15][C:16]=2[C@@H:17]([NH:27][C:28](=[O:45])[CH2:29][N:30]2[C:34]3[C:35]([F:40])([F:39])[C@@H:36]4[CH2:38][C@@H:37]4[C:33]=3[C:32]([C:41]([F:44])([F:43])[F:42])=[N:31]2)[CH2:18][C:19]2[CH:24]=[C:23]([F:25])[CH:22]=[C:21]([F:26])[CH:20]=2)=[C:7]2[C:3]=1[C:4]([NH:61][S:62]([CH3:65])(=[O:64])=[O:63])=[N:5][N:6]2[CH3:60].[CH:66]1([C:69]([OH:73])([C:71]#[CH:72])[CH3:70])[CH2:68][CH2:67]1, predict the reaction product. The product is: [Cl:1][C:2]1[CH:10]=[CH:9][C:8]([C:11]2[C:16]([C@@H:17]([NH:27][C:28](=[O:45])[CH2:29][N:30]3[C:34]4[C:35]([F:39])([F:40])[C@@H:36]5[CH2:38][C@@H:37]5[C:33]=4[C:32]([C:41]([F:42])([F:43])[F:44])=[N:31]3)[CH2:18][C:19]3[CH:24]=[C:23]([F:25])[CH:22]=[C:21]([F:26])[CH:20]=3)=[N:15][C:14]([C:72]#[C:71][C:69]([CH:66]3[CH2:68][CH2:67]3)([OH:73])[CH3:70])=[CH:13][CH:12]=2)=[C:7]2[C:3]=1[C:4]([NH:61][S:62]([CH3:65])(=[O:63])=[O:64])=[N:5][N:6]2[CH3:60]. (4) Given the reactants [OH:1][CH2:2][C@@H:3]1[C@@H:8]([NH:9][C:10](=[O:16])[O:11][C:12]([CH3:15])([CH3:14])[CH3:13])[CH2:7][CH2:6][CH2:5][O:4]1.[CH3:17][C:18]1[S:22][C:21]([C:23]2[CH:28]=[CH:27][C:26](O)=[CH:25][CH:24]=2)=[N:20][CH:19]=1.P(CCCC)(CCCC)CCCC.C1CCN(C(N=NC(N2CCCCC2)=O)=O)CC1, predict the reaction product. The product is: [CH3:17][C:18]1[S:22][C:21]([C:23]2[CH:24]=[CH:25][C:26]([O:1][CH2:2][C@@H:3]3[C@@H:8]([NH:9][C:10](=[O:16])[O:11][C:12]([CH3:13])([CH3:15])[CH3:14])[CH2:7][CH2:6][CH2:5][O:4]3)=[CH:27][CH:28]=2)=[N:20][CH:19]=1. (5) Given the reactants [Cl:1][C:2]1[N:7]=[CH:6][N:5]=[C:4]([NH:8][C:9]2[CH:10]=[C:11](CS(N)(=O)=O)[CH:12]=[CH:13][CH:14]=2)[N:3]=1.ClC1N=C(Cl)N=CN=1.[N+:28](C1C=C(C=CC=1)N)([O-:30])=[O:29], predict the reaction product. The product is: [Cl:1][C:2]1[N:7]=[CH:6][N:5]=[C:4]([NH:8][C:9]2[CH:14]=[CH:13][CH:12]=[C:11]([N+:28]([O-:30])=[O:29])[CH:10]=2)[N:3]=1. (6) Given the reactants [F:1][C:2]1[CH:10]=[C:9]2[C:5]([C:6]([C:17]#[N:18])=[C:7]([C:11]3[CH:12]=[N:13][CH:14]=[CH:15][CH:16]=3)[NH:8]2)=[CH:4][CH:3]=1.[H-].[Na+].IC.[C:23]([O-])(O)=O.[Na+], predict the reaction product. The product is: [F:1][C:2]1[CH:10]=[C:9]2[C:5]([C:6]([C:17]#[N:18])=[C:7]([C:11]3[CH:12]=[N:13][CH:14]=[CH:15][CH:16]=3)[N:8]2[CH3:23])=[CH:4][CH:3]=1.